Dataset: Full USPTO retrosynthesis dataset with 1.9M reactions from patents (1976-2016). Task: Predict the reactants needed to synthesize the given product. Given the product [CH3:9][NH:10][C:1]([CH2:2][O:3][CH2:4][C:5]([OH:7])=[O:6])=[O:8], predict the reactants needed to synthesize it. The reactants are: [C:1]1(=[O:8])[O:7][C:5](=[O:6])[CH2:4][O:3][CH2:2]1.[CH3:9][NH2:10].